The task is: Predict the product of the given reaction.. This data is from Forward reaction prediction with 1.9M reactions from USPTO patents (1976-2016). Given the reactants Cl[C:2]([C:4]1[CH:9]=[CH:8][N:7]=[C:6]([C:10]2[CH:15]=[C:14]([N:16]3[CH2:21][CH2:20][CH2:19][CH2:18][CH2:17]3)[CH:13]=[CH:12][C:11]=2[NH:22][C:23]([C:25]2[CH:26]=[C:27]([CH:39]=[CH:40][CH:41]=2)[CH2:28][S:29][CH2:30][CH2:31][C:32]([O:34][C:35]([CH3:38])([CH3:37])[CH3:36])=[O:33])=[O:24])[CH:5]=1)=[O:3].[O:42]1[CH2:47][CH2:46][N:45]([C:48]2[CH:53]=[CH:52][C:51]([CH2:54][NH2:55])=[CH:50][CH:49]=2)[CH2:44][CH2:43]1.CCN(C(C)C)C(C)C.CN, predict the reaction product. The product is: [O:42]1[CH2:43][CH2:44][N:45]([C:48]2[CH:49]=[CH:50][C:51]([CH2:54][NH:55][C:2]([C:4]3[CH:9]=[CH:8][N:7]=[C:6]([C:10]4[CH:15]=[C:14]([N:16]5[CH2:21][CH2:20][CH2:19][CH2:18][CH2:17]5)[CH:13]=[CH:12][C:11]=4[NH:22][C:23]([C:25]4[CH:26]=[C:27]([CH:39]=[CH:40][CH:41]=4)[CH2:28][S:29][CH2:30][CH2:31][C:32]([O:34][C:35]([CH3:38])([CH3:37])[CH3:36])=[O:33])=[O:24])[CH:5]=3)=[O:3])=[CH:52][CH:53]=2)[CH2:46][CH2:47]1.